This data is from Forward reaction prediction with 1.9M reactions from USPTO patents (1976-2016). The task is: Predict the product of the given reaction. (1) Given the reactants [OH:1][C:2]1[C:10]([O:11][CH3:12])=[CH:9][C:8]([C:13]2[N:14]([C:24]([O:26][C:27]([CH3:30])([CH3:29])[CH3:28])=[O:25])[C:15]3[C:20]([CH:21]=2)=[CH:19][C:18]([CH:22]=O)=[CH:17][CH:16]=3)=[C:7]2[C:3]=1[CH2:4][NH:5][C:6]2=[O:31].[NH:32]1[CH2:36][CH2:35][CH2:34][CH2:33]1.C(O)(=O)C.C(O[BH-](OC(=O)C)OC(=O)C)(=O)C.[Na+], predict the reaction product. The product is: [OH:1][C:2]1[C:10]([O:11][CH3:12])=[CH:9][C:8]([C:13]2[N:14]([C:24]([O:26][C:27]([CH3:30])([CH3:28])[CH3:29])=[O:25])[C:15]3[C:20]([CH:21]=2)=[CH:19][C:18]([CH2:22][N:32]2[CH2:36][CH2:35][CH2:34][CH2:33]2)=[CH:17][CH:16]=3)=[C:7]2[C:3]=1[CH2:4][NH:5][C:6]2=[O:31]. (2) The product is: [F:19][C:2]([F:1])([F:18])[C:3]1[C:4]2[CH:16]3[CH2:17][CH:15]3[CH2:14][C:5]=2[N:6]([CH2:8][C:9]([OH:11])=[O:10])[N:7]=1. Given the reactants [F:1][C:2]([F:19])([F:18])[C:3]1[C:4]2[CH:16]3[CH2:17][CH:15]3[CH2:14][C:5]=2[N:6]([CH2:8][C:9]([O:11]CC)=[O:10])[N:7]=1.[Li+].[OH-], predict the reaction product. (3) Given the reactants [F:1][C:2]1[CH:3]=[C:4]([C:13]2[N:17]([C:18]3[CH:19]=[N:20][CH:21]=[CH:22][CH:23]=3)[N:16]=[C:15]([C:24]([OH:26])=O)[CH:14]=2)[CH:5]=[C:6]([O:8][C:9]([F:12])([F:11])[F:10])[CH:7]=1.ClC1C=C(C2N(C3C=CC=CN=3)N=C(C(N3CC(=O)NC3)=O)C=2)C=C(F)C=1.[S:54]1[CH2:58][CH2:57][NH:56][CH2:55]1, predict the reaction product. The product is: [F:1][C:2]1[CH:3]=[C:4]([C:13]2[N:17]([C:18]3[CH:19]=[N:20][CH:21]=[CH:22][CH:23]=3)[N:16]=[C:15]([C:24]([N:56]3[CH2:57][CH2:58][S:54][CH2:55]3)=[O:26])[CH:14]=2)[CH:5]=[C:6]([O:8][C:9]([F:12])([F:11])[F:10])[CH:7]=1. (4) Given the reactants [Si]([O:8][N:9]=[C:10]1[C:18]2[C:13](=[CH:14][C:15]([NH:19][C:20]3[C:28]4[C:23](=[CH:24][N:25]=[CH:26][CH:27]=4)[S:22][C:21]=3[C:29]3[CH:30]=[N:31][CH:32]=[CH:33][CH:34]=3)=[CH:16][CH:17]=2)[CH2:12][CH2:11]1)(C(C)(C)C)(C)C.CCCC[N+](CCCC)(CCCC)CCCC.[F-], predict the reaction product. The product is: [N:31]1[CH:32]=[CH:33][CH:34]=[C:29]([C:21]2[S:22][C:23]3=[CH:24][N:25]=[CH:26][CH:27]=[C:28]3[C:20]=2[NH:19][C:15]2[CH:14]=[C:13]3[C:18](=[CH:17][CH:16]=2)[C:10](=[N:9][OH:8])[CH2:11][CH2:12]3)[CH:30]=1. (5) Given the reactants CC([N:5]([CH2:9][CH:10]([NH:17][C:18]([C:20]1[S:21][C:22]([C:25]2[N:29]([CH3:30])[N:28]=[CH:27][CH:26]=2)=[CH:23][CH:24]=1)=[O:19])[C:11]1[CH:16]=[CH:15][CH:14]=[CH:13][CH:12]=1)C(=O)[O-])(C)C.Cl.O1CCOCC1, predict the reaction product. The product is: [NH2:5][CH2:9][CH:10]([NH:17][C:18]([C:20]1[S:21][C:22]([C:25]2[N:29]([CH3:30])[N:28]=[CH:27][CH:26]=2)=[CH:23][CH:24]=1)=[O:19])[C:11]1[CH:12]=[CH:13][CH:14]=[CH:15][CH:16]=1. (6) Given the reactants [N-]=[N+]=[N-].[Na+].C(O)(=O)C.[N:9]1([C:18](=[NH:33])[N:19]2[CH2:24][CH2:23][CH:22]([NH:25][C:26](=[O:32])[O:27][C:28]([CH3:31])([CH3:30])[CH3:29])[CH2:21][CH2:20]2)C2C=CC=CC=2[N:11]=[N:10]1, predict the reaction product. The product is: [C:28]([O:27][C:26](=[O:32])[NH:25][CH:22]1[CH2:23][CH2:24][N:19]([C:18]2[NH:9][N:10]=[N:11][N:33]=2)[CH2:20][CH2:21]1)([CH3:31])([CH3:30])[CH3:29]. (7) Given the reactants [Br:1][C:2]1[CH:3]=[C:4]([NH:8][CH2:9][C:10]2[CH:15]=[CH:14][CH:13]=[C:12]([O:16][C:17]([F:20])([F:19])[F:18])[CH:11]=2)[CH:5]=[CH:6][CH:7]=1.[F:21][C:22]([F:28])([F:27])S([O-])(=[O:41])=[O:41].[Yb+3].[F:21][C:22]([F:28])([F:27])S([O-])(=O)=O.[F:21][C:22]([F:28])([F:27])S([O-])(=O)=[O:41].[C:46](#N)[CH3:47], predict the reaction product. The product is: [Br:1][C:2]1[CH:3]=[C:4]([N:8]([CH2:9][C:10]2[CH:15]=[CH:14][CH:13]=[C:12]([O:16][C:17]([F:18])([F:19])[F:20])[CH:11]=2)[CH2:47][C@@H:46]([OH:41])[C:22]([F:28])([F:27])[F:21])[CH:5]=[CH:6][CH:7]=1. (8) Given the reactants [CH2:1]([O:8][C:9]1[C:14]([O:15][CH2:16][C:17]2[CH:22]=[CH:21][CH:20]=[CH:19][CH:18]=2)=[C:13]([C:23]([NH:25][CH2:26][C:27]2[CH:32]=[CH:31][C:30]([F:33])=[CH:29][CH:28]=2)=[O:24])[N:12]=[C:11]([C:34]([OH:36])=O)[CH:10]=1)[C:2]1[CH:7]=[CH:6][CH:5]=[CH:4][CH:3]=1.[NH2:37][CH2:38][C:39]1[CH:40]=[N:41][CH:42]=[CH:43][CH:44]=1.CCN(CC)CC.C1N(P(Cl)(N2C(=O)OCC2)=O)C(=O)OC1, predict the reaction product. The product is: [CH2:16]([O:15][C:14]1[C:13]([C:23]([NH:25][CH2:26][C:27]2[CH:32]=[CH:31][C:30]([F:33])=[CH:29][CH:28]=2)=[O:24])=[N:12][C:11]([C:34]([NH:37][CH2:38][C:39]2[CH:40]=[N:41][CH:42]=[CH:43][CH:44]=2)=[O:36])=[CH:10][C:9]=1[O:8][CH2:1][C:2]1[CH:7]=[CH:6][CH:5]=[CH:4][CH:3]=1)[C:17]1[CH:18]=[CH:19][CH:20]=[CH:21][CH:22]=1.